Dataset: Retrosynthesis with 50K atom-mapped reactions and 10 reaction types from USPTO. Task: Predict the reactants needed to synthesize the given product. Given the product COc1ccc2nccc([C@@H](O)CN3CC[C@H](N)C[C@H]3C(F)(F)F)c2n1, predict the reactants needed to synthesize it. The reactants are: COc1ccc2nccc([C@@H](O)CN3CC[C@H](NC(=O)OC(C)(C)C)C[C@H]3C(F)(F)F)c2n1.